Dataset: Full USPTO retrosynthesis dataset with 1.9M reactions from patents (1976-2016). Task: Predict the reactants needed to synthesize the given product. (1) Given the product [CH2:1]([O:3][C:4]([CH2:6][CH2:7][CH2:8][O:9][C:10]1[CH:42]=[CH:41][C:13]([C:14]([NH:16][S:17]([C:20]2[C:25]([CH3:26])=[CH:24][C:23]([O:27][CH2:28][CH2:29][CH2:30][C:31]([OH:33])=[O:32])=[C:22]([CH3:39])[C:21]=2[CH3:40])(=[O:19])=[O:18])=[NH:15])=[CH:12][CH:11]=1)=[O:5])[CH3:2], predict the reactants needed to synthesize it. The reactants are: [CH2:1]([O:3][C:4]([CH2:6][CH2:7][CH2:8][O:9][C:10]1[CH:42]=[CH:41][C:13]([C:14]([NH:16][S:17]([C:20]2[C:25]([CH3:26])=[CH:24][C:23]([O:27][CH2:28][CH2:29][CH2:30][C:31]([O:33]CC(Cl)(Cl)Cl)=[O:32])=[C:22]([CH3:39])[C:21]=2[CH3:40])(=[O:19])=[O:18])=[NH:15])=[CH:12][CH:11]=1)=[O:5])[CH3:2].O. (2) Given the product [NH:1]1[C:5](=[O:6])[CH2:4][CH2:3][C@H:2]1[C:7]([O:9][C:24]([CH3:27])([CH3:26])[CH3:25])=[O:8], predict the reactants needed to synthesize it. The reactants are: [NH:1]1[C:5](=[O:6])[CH2:4][CH2:3][C@H:2]1[C:7]([OH:9])=[O:8].Cl(O)(=O)(=O)=O.C(=O)(O)[O-].[Na+].C(O[C:24]([CH3:27])([CH3:26])[CH3:25])(=O)C. (3) Given the product [CH2:1]([O:8][C:9]([C:10]1[N:16]=[C:17]([C:18]2[CH:23]=[CH:22][C:21]([F:24])=[CH:20][CH:19]=2)[N:42]([CH2:41][CH2:40][C@@H:38]2[CH2:39][C@H:34]([CH2:33][C:32]([O:31][C:27]([CH3:30])([CH3:29])[CH3:28])=[O:45])[O:35][C:36]([CH3:44])([CH3:43])[O:37]2)[C:11]=1[CH:13]1[CH2:15][CH2:14]1)=[O:26])[C:2]1[CH:7]=[CH:6][CH:5]=[CH:4][CH:3]=1, predict the reactants needed to synthesize it. The reactants are: [CH2:1]([O:8][C:9](=[O:26])[CH:10]([NH:16][C:17](=O)[C:18]1[CH:23]=[CH:22][C:21]([F:24])=[CH:20][CH:19]=1)[C:11]([CH:13]1[CH2:15][CH2:14]1)=O)[C:2]1[CH:7]=[CH:6][CH:5]=[CH:4][CH:3]=1.[C:27]([O:31][C:32](=[O:45])[CH2:33][C@H:34]1[CH2:39][C@@H:38]([CH2:40][CH2:41][NH2:42])[O:37][C:36]([CH3:44])([CH3:43])[O:35]1)([CH3:30])([CH3:29])[CH3:28].C(O)(=O)C1C=CC=CC=1.CC1C=CC(S(O)(=O)=O)=CC=1.O.